Task: Predict which catalyst facilitates the given reaction.. Dataset: Catalyst prediction with 721,799 reactions and 888 catalyst types from USPTO (1) The catalyst class is: 44. Product: [O:16]=[C:3]1[C:4]2[C:9](=[CH:8][CH:7]=[CH:6][CH:5]=2)[C:10]([C:12]([F:15])([F:13])[F:14])=[N:11][N:2]1[NH:1][C:24](=[O:25])[CH2:23][C:17]1[CH:22]=[CH:21][CH:20]=[CH:19][CH:18]=1. Reactant: [NH2:1][N:2]1[N:11]=[C:10]([C:12]([F:15])([F:14])[F:13])[C:9]2[C:4](=[CH:5][CH:6]=[CH:7][CH:8]=2)[C:3]1=[O:16].[C:17]1([CH2:23][C:24](O)=[O:25])[CH:22]=[CH:21][CH:20]=[CH:19][CH:18]=1.F[P-](F)(F)(F)(F)F.N1(OC(N(C)C)=[N+](C)C)C2N=CC=CC=2N=N1.C(N(CC)CC)C. (2) Reactant: [CH2:1]([O:8][C:9]1[CH:16]=[CH:15][C:12]([CH2:13]O)=[CH:11][CH:10]=1)[C:2]1[CH:7]=[CH:6][CH:5]=[CH:4][CH:3]=1.P(Br)(Br)[Br:18]. Product: [CH2:1]([O:8][C:9]1[CH:16]=[CH:15][C:12]([CH2:13][Br:18])=[CH:11][CH:10]=1)[C:2]1[CH:7]=[CH:6][CH:5]=[CH:4][CH:3]=1. The catalyst class is: 2. (3) Reactant: [CH:1]([C:3]1[C:4]([N:9]2[CH2:14][CH2:13][N:12]([C:15]([O:17][C:18]([CH3:21])([CH3:20])[CH3:19])=[O:16])[CH2:11][CH2:10]2)=[N:5][CH:6]=[CH:7][CH:8]=1)=[O:2].[Br:22]Br. Product: [Br:22][C:7]1[CH:8]=[C:3]([CH:1]=[O:2])[C:4]([N:9]2[CH2:10][CH2:11][N:12]([C:15]([O:17][C:18]([CH3:21])([CH3:20])[CH3:19])=[O:16])[CH2:13][CH2:14]2)=[N:5][CH:6]=1. The catalyst class is: 15.